The task is: Predict the product of the given reaction.. This data is from Forward reaction prediction with 1.9M reactions from USPTO patents (1976-2016). (1) The product is: [Br:37][C:38]1[CH:43]=[C:42]([CH:44]=[CH:9][C:10]2[CH:15]=[CH:14][CH:13]=[C:12]([C:16]([F:17])([F:18])[F:19])[CH:11]=2)[CH:41]=[CH:40][N:39]=1. Given the reactants [Br-].C1([P+](C2C=CC=CC=2)(C2C=CC=CC=2)[CH2:9][C:10]2[CH:15]=[CH:14][CH:13]=[C:12]([C:16]([F:19])([F:18])[F:17])[CH:11]=2)C=CC=CC=1.[Li]CCCC.[Br:37][C:38]1[CH:43]=[C:42]([CH:44]=O)[CH:41]=[CH:40][N:39]=1.[NH4+].[Cl-], predict the reaction product. (2) Given the reactants [NH:1]1[CH2:6][CH2:5][CH:4]([CH2:7][OH:8])[CH2:3][CH2:2]1.[CH3:9][O:10][C:11]1[CH:16]=[CH:15][C:14]([C:17]2[O:21][C:20]([C:22]([N:24]3[CH2:27][CH:26]([O:28][C:29]4[CH:36]=[CH:35][C:32]([CH:33]=O)=[CH:31][CH:30]=4)[CH2:25]3)=[O:23])=[N:19][N:18]=2)=[CH:13][CH:12]=1.[Na].C([O-])(O)=O.[Na+], predict the reaction product. The product is: [OH:8][CH2:7][CH:4]1[CH2:5][CH2:6][N:1]([CH2:33][C:32]2[CH:31]=[CH:30][C:29]([O:28][CH:26]3[CH2:27][N:24]([C:22]([C:20]4[O:21][C:17]([C:14]5[CH:15]=[CH:16][C:11]([O:10][CH3:9])=[CH:12][CH:13]=5)=[N:18][N:19]=4)=[O:23])[CH2:25]3)=[CH:36][CH:35]=2)[CH2:2][CH2:3]1. (3) Given the reactants [CH:1]1([CH2:4][C:5](Cl)=O)[CH2:3][CH2:2]1.[NH2:8][C:9]1[CH:14]=[C:13]([S:15]([CH:18]([CH3:20])[CH3:19])(=[O:17])=[O:16])[CH:12]=[CH:11][C:10]=1[NH:21][CH2:22][CH:23]1[CH2:25][CH2:24]1, predict the reaction product. The product is: [CH:23]1([CH2:22][N:21]2[C:10]3[CH:11]=[CH:12][C:13]([S:15]([CH:18]([CH3:20])[CH3:19])(=[O:17])=[O:16])=[CH:14][C:9]=3[N:8]=[C:5]2[CH2:4][CH:1]2[CH2:3][CH2:2]2)[CH2:24][CH2:25]1. (4) Given the reactants [Cl:1][C:2]1[CH:10]=[CH:9][C:5]([C:6]([OH:8])=O)=[CH:4][N:3]=1.C(Cl)(=O)C(Cl)=O.CCOCC.Cl.[NH:23]1[CH2:26][CH2:25][CH2:24]1.C(N(CC)CC)C, predict the reaction product. The product is: [N:23]1([C:6]([C:5]2[CH:9]=[CH:10][C:2]([Cl:1])=[N:3][CH:4]=2)=[O:8])[CH2:26][CH2:25][CH2:24]1. (5) Given the reactants [F:1][C:2]1[CH:3]=[C:4]([C@H:8]([O:22][CH2:23][CH2:24][OH:25])[C@@H:9]2[CH2:14][CH2:13][CH2:12][N:11]([C:15]([O:17][C:18]([CH3:21])([CH3:20])[CH3:19])=[O:16])[CH2:10]2)[CH:5]=[CH:6][CH:7]=1.CCN(CC)CC.[CH3:33][S:34](Cl)(=[O:36])=[O:35].O, predict the reaction product. The product is: [F:1][C:2]1[CH:3]=[C:4]([C@H:8]([O:22][CH2:23][CH2:24][O:25][S:34]([CH3:33])(=[O:36])=[O:35])[C@@H:9]2[CH2:14][CH2:13][CH2:12][N:11]([C:15]([O:17][C:18]([CH3:20])([CH3:21])[CH3:19])=[O:16])[CH2:10]2)[CH:5]=[CH:6][CH:7]=1. (6) Given the reactants [Cl:1][C:2]1[CH:3]=[C:4]2[C:8](=[CH:9][CH:10]=1)[NH:7][C:6](=[O:11])[C:5]2([C:28]1[CH:33]=[CH:32][CH:31]=[CH:30][C:29]=1[O:34][CH3:35])[O:12][CH2:13][C:14](=[O:27])[N:15]1[CH2:20][CH2:19][N:18]([C:21]2[CH:26]=[CH:25][CH:24]=[CH:23][N:22]=2)[CH2:17][CH2:16]1.[CH3:36][O:37][C:38]1[CH:43]=[CH:42][C:41]([S:44](Cl)(=[O:46])=[O:45])=[C:40]([O:48][C:49]([F:52])([F:51])[F:50])[CH:39]=1, predict the reaction product. The product is: [ClH:1].[Cl:1][C:2]1[CH:3]=[C:4]2[C:8](=[CH:9][CH:10]=1)[N:7]([S:44]([C:41]1[CH:42]=[CH:43][C:38]([O:37][CH3:36])=[CH:39][C:40]=1[O:48][C:49]([F:50])([F:51])[F:52])(=[O:46])=[O:45])[C:6](=[O:11])[C:5]2([C:28]1[CH:33]=[CH:32][CH:31]=[CH:30][C:29]=1[O:34][CH3:35])[O:12][CH2:13][C:14](=[O:27])[N:15]1[CH2:20][CH2:19][N:18]([C:21]2[CH:26]=[CH:25][CH:24]=[CH:23][N:22]=2)[CH2:17][CH2:16]1. (7) The product is: [O:33]=[C:28]1[CH:29]=[CH:30][C:31](=[O:32])[N:27]1[CH2:26][CH2:25][CH2:24][CH2:23][CH2:22][C:21]([NH:20][CH2:19][C:18]([NH:17][C:14]1[CH:15]=[CH:16][C:11]([CH2:10][C@@H:9]([C:36]([O:38][CH3:39])=[O:37])[NH2:8])=[CH:12][CH:13]=1)=[O:35])=[O:34]. Given the reactants C(OC([NH:8][C@H:9]([C:36]([O:38][CH3:39])=[O:37])[CH2:10][C:11]1[CH:16]=[CH:15][C:14]([NH:17][C:18](=[O:35])[CH2:19][NH:20][C:21](=[O:34])[CH2:22][CH2:23][CH2:24][CH2:25][CH2:26][N:27]2[C:31](=[O:32])[CH:30]=[CH:29][C:28]2=[O:33])=[CH:13][CH:12]=1)=O)(C)(C)C.C(O)(C(F)(F)F)=O, predict the reaction product.